From a dataset of Forward reaction prediction with 1.9M reactions from USPTO patents (1976-2016). Predict the product of the given reaction. (1) The product is: [Cl:1][C:2]1[N:6]2[CH:7]=[C:8]([CH:15]3[CH2:16][CH2:17]3)[CH:9]=[C:10]([C:11]([F:13])([F:12])[F:14])[C:5]2=[N:4][C:3]=1[C:18]([N:31]1[CH2:32][CH2:33][CH:28]([N:26]2[CH2:27][CH:23]([OH:22])[CH2:24][C:25]2=[O:34])[CH2:29][CH2:30]1)=[O:19]. Given the reactants [Cl:1][C:2]1[N:6]2[CH:7]=[C:8]([CH:15]3[CH2:17][CH2:16]3)[CH:9]=[C:10]([C:11]([F:14])([F:13])[F:12])[C:5]2=[N:4][C:3]=1[C:18](O)=[O:19].Cl.[OH:22][CH:23]1[CH2:27][N:26]([CH:28]2[CH2:33][CH2:32][NH:31][CH2:30][CH2:29]2)[C:25](=[O:34])[CH2:24]1.CCN(C(C)C)C(C)C.O, predict the reaction product. (2) The product is: [CH2:1]([O:8][C:9]1[CH:14]=[CH:13][C:12]([CH2:15][C:16]([O:18][CH2:19][CH3:20])=[O:17])=[CH:11][C:10]=1[B:25]1[O:26][C:27]([CH3:29])([CH3:28])[C:23]([CH3:39])([CH3:22])[O:24]1)[C:2]1[CH:7]=[CH:6][CH:5]=[CH:4][CH:3]=1. Given the reactants [CH2:1]([O:8][C:9]1[CH:14]=[CH:13][C:12]([CH2:15][C:16]([O:18][CH2:19][CH3:20])=[O:17])=[CH:11][C:10]=1Br)[C:2]1[CH:7]=[CH:6][CH:5]=[CH:4][CH:3]=1.[CH3:22][C:23]1([CH3:39])[C:27]([CH3:29])([CH3:28])[O:26][B:25]([B:25]2[O:26][C:27]([CH3:29])([CH3:28])[C:23]([CH3:39])([CH3:22])[O:24]2)[O:24]1.C([O-])(=O)C.[K+], predict the reaction product.